From a dataset of Reaction yield outcomes from USPTO patents with 853,638 reactions. Predict the reaction yield, written as a fraction of the theoretical maximum amount of product (1.0 means a 100% yield; for example, 0.34 means a 34% yield). (1) The reactants are I[C:2]1[C:3]([CH3:12])=[N:4][N:5]([CH3:11])[C:6]=1[C:7]([F:10])([F:9])[F:8].C([Li])CCC.[OH2:18].[O:19]1[CH2:23]CCC1. The catalyst is CCCCCC.C(=O)=O. The product is [CH3:11][N:5]1[C:6]([C:7]([F:10])([F:9])[F:8])=[C:2]([C:23]([OH:19])=[O:18])[C:3]([CH3:12])=[N:4]1. The yield is 0.740. (2) The reactants are C([Li])CCC.CCCCCC.CN(C)CCN(C)C.[CH3:20][Si:21]([CH3:36])([CH3:35])[CH2:22][CH2:23][O:24][CH2:25][N:26]1[C:30]2=[N:31][CH:32]=[CH:33][CH:34]=[C:29]2[CH:28]=[CH:27]1.[CH:37]1([CH2:42][C:43]([C:45]2[CH:50]=[CH:49][C:48]([Cl:51])=[C:47]([Cl:52])[CH:46]=2)=[O:44])[CH2:41][CH2:40][CH2:39][CH2:38]1. The catalyst is O1CCCC1. The product is [CH:37]1([CH2:42][C:43]([C:45]2[CH:50]=[CH:49][C:48]([Cl:51])=[C:47]([Cl:52])[CH:46]=2)([C:27]2[N:26]([CH2:25][O:24][CH2:23][CH2:22][Si:21]([CH3:36])([CH3:35])[CH3:20])[C:30]3=[N:31][CH:32]=[CH:33][CH:34]=[C:29]3[CH:28]=2)[OH:44])[CH2:41][CH2:40][CH2:39][CH2:38]1. The yield is 0.320. (3) The reactants are [Cl:1][C:2]1[CH:3]=[C:4]([CH:6]=[CH:7][C:8]=1[O:9][C:10]1[C:19]2[C:14](=[CH:15][C:16]([O:22][CH3:23])=[C:17]([O:20][CH3:21])[CH:18]=2)[N:13]=[CH:12][CH:11]=1)[NH2:5].C(O)C.[CH3:27][C:28]1[CH:33]=[CH:32][C:31]([C:34]([N:36]=[C:37]=[S:38])=[O:35])=[CH:30][CH:29]=1. The catalyst is C1(C)C=CC=CC=1. The product is [Cl:1][C:2]1[CH:3]=[C:4]([NH:5][C:37]([NH:36][C:34](=[O:35])[C:31]2[CH:32]=[CH:33][C:28]([CH3:27])=[CH:29][CH:30]=2)=[S:38])[CH:6]=[CH:7][C:8]=1[O:9][C:10]1[C:19]2[C:14](=[CH:15][C:16]([O:22][CH3:23])=[C:17]([O:20][CH3:21])[CH:18]=2)[N:13]=[CH:12][CH:11]=1. The yield is 0.990. (4) The reactants are [CH3:1][C:2]([O:4][C:5]1[C:10]([C:11](Cl)=[O:12])=[CH:9][CH:8]=[CH:7][CH:6]=1)=[O:3].[NH2:14][C:15]1[S:16][C:17]([C:20]([F:23])([F:22])[F:21])=[N:18][N:19]=1. No catalyst specified. The product is [C:2]([O:4][C:5]1[CH:6]=[CH:7][CH:8]=[CH:9][C:10]=1[C:11]([NH:14][C:15]1[S:16][C:17]([C:20]([F:23])([F:22])[F:21])=[N:18][N:19]=1)=[O:12])(=[O:3])[CH3:1]. The yield is 0.511. (5) The reactants are [C:1]([C:5]1[CH2:6][N:7]([NH:12]C(=O)C)[C:8](=[O:11])[NH:9][N:10]=1)([CH3:4])([CH3:3])[CH3:2].Cl.[OH-].[Na+]. The catalyst is CO. The product is [NH2:12][N:7]1[CH2:6][C:5]([C:1]([CH3:3])([CH3:2])[CH3:4])=[N:10][NH:9][C:8]1=[O:11]. The yield is 0.840. (6) The reactants are Cl[C:2]1[CH:15]=[CH:14][C:13]2[C:12](=[O:16])[C:11]3[C:6](=[CH:7][CH:8]=[CH:9][CH:10]=3)[C:5](=[O:17])[C:4]=2[CH:3]=1.[C:18]1(B(O)O)[CH:23]=[CH:22][CH:21]=[CH:20][CH:19]=1.[F-].[K+].C1(C)C=CC=CC=1. The catalyst is O1CCOCC1.C1C=CC(/C=C/C(/C=C/C2C=CC=CC=2)=O)=CC=1.C1C=CC(/C=C/C(/C=C/C2C=CC=CC=2)=O)=CC=1.C1C=CC(/C=C/C(/C=C/C2C=CC=CC=2)=O)=CC=1.[Pd].[Pd].C(P(C(C)(C)C)C(C)(C)C)(C)(C)C. The product is [C:18]1([C:2]2[CH:15]=[CH:14][C:13]3[C:12](=[O:16])[C:11]4[C:6](=[CH:7][CH:8]=[CH:9][CH:10]=4)[C:5](=[O:17])[C:4]=3[CH:3]=2)[CH:23]=[CH:22][CH:21]=[CH:20][CH:19]=1. The yield is 0.870. (7) The reactants are [Cl:1][C:2]1[CH:7]=[CH:6][CH:5]=[CH:4][C:3]=1[S:8]([C@H:11]1[CH2:15][NH:14][C@H:13]([C:16]([NH:18][C:19]2([C:22]#[N:23])[CH2:21][CH2:20]2)=[O:17])[CH2:12]1)(=[O:10])=[O:9].Cl.[N:25]1([C:30]2([C:33](O)=[O:34])[CH2:32][CH2:31]2)[CH2:29][CH2:28][CH2:27][CH2:26]1. No catalyst specified. The product is [Cl:1][C:2]1[CH:7]=[CH:6][CH:5]=[CH:4][C:3]=1[S:8]([C@H:11]1[CH2:15][N:14]([C:33]([C:30]2([N:25]3[CH2:29][CH2:28][CH2:27][CH2:26]3)[CH2:32][CH2:31]2)=[O:34])[C@H:13]([C:16]([NH:18][C:19]2([C:22]#[N:23])[CH2:21][CH2:20]2)=[O:17])[CH2:12]1)(=[O:10])=[O:9]. The yield is 0.410.